Task: Predict the reaction yield, written as a fraction of the theoretical maximum amount of product (1.0 means a 100% yield; for example, 0.34 means a 34% yield).. Dataset: Reaction yield outcomes from USPTO patents with 853,638 reactions (1) The catalyst is O. The reactants are [N:1]12[CH2:9][CH2:8][CH:5]([CH2:6][CH2:7]1)[NH:4][C:3](=O)[CH2:2]2.O1CCOCC1. The product is [N:1]12[CH2:9][CH2:8][CH:5]([CH2:6][CH2:7]1)[NH:4][CH2:3][CH2:2]2. The yield is 0.780. (2) The yield is 0.900. The catalyst is CC#N.CCOC(C)=O.[Cu]I.Cl[Pd](Cl)([P](C1C=CC=CC=1)(C1C=CC=CC=1)C1C=CC=CC=1)[P](C1C=CC=CC=1)(C1C=CC=CC=1)C1C=CC=CC=1. The product is [CH2:17]([O:16][C:14]([C:2]1[CH:7]=[CH:6][C:5]([F:8])=[CH:4][N:3]=1)=[CH2:15])[CH3:18]. The reactants are Br[C:2]1[CH:7]=[CH:6][C:5]([F:8])=[CH:4][N:3]=1.C([Sn](CCCC)(CCCC)[C:14]([O:16][CH2:17][CH3:18])=[CH2:15])CCC. (3) The reactants are [C:1]([O:5][C:6]([NH:8][CH:9]([C:11]1[CH:12]=[C:13]([CH:17]=[CH:18][CH:19]=1)[C:14](O)=[O:15])[CH3:10])=[O:7])([CH3:4])([CH3:3])[CH3:2].B.CSC. The catalyst is C1COCC1. The product is [OH:15][CH2:14][C:13]1[CH:12]=[C:11]([CH:9]([NH:8][C:6](=[O:7])[O:5][C:1]([CH3:4])([CH3:3])[CH3:2])[CH3:10])[CH:19]=[CH:18][CH:17]=1. The yield is 0.680. (4) The reactants are [CH2:1]([O:13][C:14]1[CH:19]=[CH:18][C:17]([N+:20]([O-])=O)=[CH:16][C:15]=1[C:23]1[CH:28]=[C:27]([N+:29]([O-])=O)[CH:26]=[CH:25][C:24]=1[O:32][CH2:33][CH2:34][CH2:35][CH2:36][CH2:37][CH2:38][CH2:39][CH2:40][CH2:41][CH2:42][CH2:43][CH3:44])[CH2:2][CH2:3][CH2:4][CH2:5][CH2:6][CH2:7][CH2:8][CH2:9][CH2:10][CH2:11][CH3:12].O.NN. The catalyst is C(O)C. The product is [CH2:33]([O:32][C:24]1[CH:25]=[CH:26][C:27]([NH2:29])=[CH:28][C:23]=1[C:15]1[CH:16]=[C:17]([NH2:20])[CH:18]=[CH:19][C:14]=1[O:13][CH2:1][CH2:2][CH2:3][CH2:4][CH2:5][CH2:6][CH2:7][CH2:8][CH2:9][CH2:10][CH2:11][CH3:12])[CH2:34][CH2:35][CH2:36][CH2:37][CH2:38][CH2:39][CH2:40][CH2:41][CH2:42][CH2:43][CH3:44]. The yield is 0.903. (5) The yield is 0.546. The product is [N:1]1[CH:6]=[CH:5][CH:4]=[C:3]([C:11]2[N:12]=[CH:13][C:14]([NH2:17])=[N:15][CH:16]=2)[CH:2]=1. The reactants are [N:1]1[CH:6]=[CH:5][CH:4]=[C:3](B(O)O)[CH:2]=1.Br[C:11]1[N:12]=[CH:13][C:14]([NH2:17])=[N:15][CH:16]=1.C(=O)([O-])[O-].[Na+].[Na+].O. The catalyst is Cl[Pd](Cl)([P](C1C=CC=CC=1)(C1C=CC=CC=1)C1C=CC=CC=1)[P](C1C=CC=CC=1)(C1C=CC=CC=1)C1C=CC=CC=1.C(OCC)(=O)C. (6) The reactants are [H-].[Na+].[O:3]1[CH2:8][CH2:7][CH2:6][CH2:5][CH:4]1[N:9]1[C:17]2[C:12](=[CH:13][C:14]([C:18]#[C:19][CH2:20][OH:21])=[CH:15][CH:16]=2)[CH:11]=[N:10]1.I[CH3:23]. The catalyst is C1COCC1. The product is [CH3:23][O:21][CH2:20][C:19]#[C:18][C:14]1[CH:13]=[C:12]2[C:17](=[CH:16][CH:15]=1)[N:9]([CH:4]1[CH2:5][CH2:6][CH2:7][CH2:8][O:3]1)[N:10]=[CH:11]2. The yield is 0.673. (7) The reactants are S([O-])(O[O-])(=O)=[O:2].[K+].[K+].[F:9][C:10]1[CH:11]=[C:12]([C:20]2[C:21]([C:26]3[CH:31]=[CH:30][CH:29]=[CH:28][CH:27]=3)=[N:22][O:23][C:24]=2[CH3:25])[CH:13]=[C:14]([F:19])[C:15]=1[S:16]([CH3:18])=[O:17].O.O.O.O.O.O.C(O[O-])(=O)C1C(=CC=CC=1)C([O-])=O.[Mg+2]. The catalyst is O.CO.ClCCl. The product is [F:19][C:14]1[CH:13]=[C:12]([C:20]2[C:21]([C:26]3[CH:31]=[CH:30][CH:29]=[CH:28][CH:27]=3)=[N:22][O:23][C:24]=2[CH3:25])[CH:11]=[C:10]([F:9])[C:15]=1[S:16]([CH3:18])(=[O:2])=[O:17]. The yield is 0.930. (8) The reactants are O[C:2]1([C:22]([F:25])([F:24])[F:23])[CH2:6][N:5]([C:7]2[CH:12]=[CH:11][C:10]([S:13]([CH3:16])(=[O:15])=[O:14])=[CH:9][CH:8]=2)[C:4]([C:17]2[S:18][CH:19]=[CH:20][CH:21]=2)=[N:3]1.O.C1(C)C=CC(S(O)(=O)=O)=CC=1. The catalyst is C1(C)C=CC=CC=1. The product is [CH3:16][S:13]([C:10]1[CH:9]=[CH:8][C:7]([N:5]2[CH:6]=[C:2]([C:22]([F:25])([F:24])[F:23])[N:3]=[C:4]2[C:17]2[S:18][CH:19]=[CH:20][CH:21]=2)=[CH:12][CH:11]=1)(=[O:14])=[O:15]. The yield is 0.820.